From a dataset of Forward reaction prediction with 1.9M reactions from USPTO patents (1976-2016). Predict the product of the given reaction. Given the reactants [CH3:1][CH:2]1[CH2:7][CH:6]([CH2:8][C:9]([C:11]2[CH:12]=[CH:13][C:14]3[O:19][CH2:18][C:17](=[O:20])[NH:16][C:15]=3[CH:21]=2)=O)[C:5](=O)[CH2:4][CH2:3]1.[NH2:23][C:24]1[CH:32]=[CH:31][C:27]([C:28]([OH:30])=[O:29])=[CH:26][CH:25]=1, predict the reaction product. The product is: [CH3:1][CH:2]1[CH2:3][CH2:4][C:5]2[N:23]([C:24]3[CH:32]=[CH:31][C:27]([C:28]([OH:30])=[O:29])=[CH:26][CH:25]=3)[C:9]([C:11]3[CH:12]=[CH:13][C:14]4[O:19][CH2:18][C:17](=[O:20])[NH:16][C:15]=4[CH:21]=3)=[CH:8][C:6]=2[CH2:7]1.